This data is from Forward reaction prediction with 1.9M reactions from USPTO patents (1976-2016). The task is: Predict the product of the given reaction. Given the reactants [N+:1]([C:4]1[CH:9]=[CH:8][C:7]([N:10]2[C:14]3=[N:15][CH:16]=[N:17][C:18]([NH2:19])=[C:13]3[CH:12]=[N:11]2)=[CH:6][CH:5]=1)([O-])=O, predict the reaction product. The product is: [NH2:1][C:4]1[CH:9]=[CH:8][C:7]([N:10]2[C:14]3=[N:15][CH:16]=[N:17][C:18]([NH2:19])=[C:13]3[CH:12]=[N:11]2)=[CH:6][CH:5]=1.